This data is from Forward reaction prediction with 1.9M reactions from USPTO patents (1976-2016). The task is: Predict the product of the given reaction. (1) Given the reactants [C:1]([O:5][C:6](=[O:15])[NH:7][CH2:8][C:9]1[S:10][C:11](Br)=[CH:12][CH:13]=1)([CH3:4])([CH3:3])[CH3:2].C(OC([N:23]1[C:27]2=[N:28][CH:29]=[CH:30][CH:31]=[C:26]2[C:25](B2OC(C)(C)C(C)(C)O2)=[CH:24]1)=O)(C)(C)C.ClCCl.O1CCOCC1.C(=O)([O-])[O-].[Na+].[Na+], predict the reaction product. The product is: [C:1]([O:5][C:6](=[O:15])[NH:7][CH2:8][C:9]1[S:10][C:11]([C:25]2[C:26]3[C:27](=[N:28][CH:29]=[CH:30][CH:31]=3)[NH:23][CH:24]=2)=[CH:12][CH:13]=1)([CH3:4])([CH3:3])[CH3:2]. (2) Given the reactants [CH3:1][O:2][C:3]1[CH:4]=[CH:5][C:6]2[O:10][C:9](B(O)O)=[CH:8][C:7]=2[CH:14]=1.Br[C:16]1[CH:17]=[CH:18][C:19]([C:22]([NH2:24])=[O:23])=[N:20][CH:21]=1.CCN(CC)CC, predict the reaction product. The product is: [CH3:1][O:2][C:3]1[CH:4]=[CH:5][C:6]2[O:10][C:9]([C:16]3[CH:17]=[CH:18][C:19]([C:22]([NH2:24])=[O:23])=[N:20][CH:21]=3)=[CH:8][C:7]=2[CH:14]=1. (3) Given the reactants [C:1]([NH:9][CH:10]([C:18]1[CH:23]=[CH:22][CH:21]=[CH:20][CH:19]=1)[CH:11]([OH:17])[C:12]([O:14][CH2:15][CH3:16])=[O:13])(=[O:8])[C:2]1[CH:7]=[CH:6][CH:5]=[CH:4][CH:3]=1.[C:24]1(C)[CH:29]=CC=C[CH:25]=1, predict the reaction product. The product is: [C:1]([N:9]1[C@@H:10]([C:18]2[CH:19]=[CH:20][CH:21]=[CH:22][CH:23]=2)[C@H:11]([C:12]([O:14][CH2:15][CH3:16])=[O:13])[O:17][C:24]1([CH3:29])[CH3:25])(=[O:8])[C:2]1[CH:3]=[CH:4][CH:5]=[CH:6][CH:7]=1. (4) Given the reactants [CH3:1][C:2]1[S:6][C:5]2[NH:7][C:8]3[CH:9]=[CH:10][CH:11]=[CH:12][C:13]=3[N:14]=[C:15]([N:16]3[CH2:21][CH2:20][N:19]([CH3:22])[CH2:18][CH2:17]3)[C:4]=2[CH:3]=1.C(N(CC)CC)C.Cl[C:31]([O:33][CH:34]([Cl:36])[CH3:35])=[O:32], predict the reaction product. The product is: [CH3:1][C:2]1[S:6][C:5]2=[N:7][C:8]3[CH:9]=[CH:10][CH:11]=[CH:12][C:13]=3[N:14]([C:31]([O:33][CH:34]([Cl:36])[CH3:35])=[O:32])[C:15]([N:16]3[CH2:17][CH2:18][N:19]([CH3:22])[CH2:20][CH2:21]3)=[C:4]2[CH:3]=1. (5) Given the reactants [CH2:1]([O:3][C:4]1[CH:9]=[CH:8][C:7]([C:10]2[Se:11][C:12]([CH:15]=[CH:16][CH2:17][CH3:18])=[CH:13][CH:14]=2)=[C:6]([F:19])[C:5]=1[F:20])[CH3:2], predict the reaction product. The product is: [CH2:1]([O:3][C:4]1[CH:9]=[CH:8][C:7]([C:10]2[Se:11][C:12]([CH2:15][CH2:16][CH2:17][CH3:18])=[CH:13][CH:14]=2)=[C:6]([F:19])[C:5]=1[F:20])[CH3:2].